Dataset: Forward reaction prediction with 1.9M reactions from USPTO patents (1976-2016). Task: Predict the product of the given reaction. (1) The product is: [O:5]1[C:6]2[C:11](=[CH:10][CH:9]=[CH:8][CH:7]=2)[CH:2]=[CH:3][C:4]1=[O:12]. Given the reactants O[C:2]1[C:11]2[C:6](=[CH:7][CH:8]=[CH:9][CH:10]=2)[O:5][C:4](=[O:12])[CH:3]=1.OC1C2C(=CC=C(C)C=2)OC(=O)C=1, predict the reaction product. (2) Given the reactants [C:1]([O:5][C:6]([N:8]1[CH2:12][CH2:11][CH:10]([OH:13])[CH:9]1[C:14](O)=[O:15])=[O:7])([CH3:4])([CH3:3])[CH3:2].Cl, predict the reaction product. The product is: [C:1]([O:5][C:6]([N:8]1[CH2:12][CH2:11][C@H:10]([OH:13])[C@H:9]1[CH2:14][OH:15])=[O:7])([CH3:4])([CH3:3])[CH3:2]. (3) Given the reactants [NH2:1][C:2]1[C:10]([O:11][CH3:12])=[C:9]([Br:13])[C:8]([I:14])=[C:7]([CH3:15])[C:3]=1[C:4]([OH:6])=[O:5].[O:16]1CCC[CH2:17]1, predict the reaction product. The product is: [Br:13][C:9]1[C:8]([I:14])=[C:7]([CH3:15])[C:3]2[C:4](=[O:6])[O:5][C:17](=[O:16])[NH:1][C:2]=2[C:10]=1[O:11][CH3:12]. (4) Given the reactants [NH2:1][C:2]1[S:6][C:5]([O:7][C:8]2[CH:9]=[C:10]([Cl:24])[C:11]3[CH:15]([CH2:16][C:17]([O:19]CC)=[O:18])[O:14][B:13]([OH:22])[C:12]=3[CH:23]=2)=[N:4][N:3]=1.[Li+].[OH-].Cl, predict the reaction product. The product is: [NH2:1][C:2]1[S:6][C:5]([O:7][C:8]2[CH:9]=[C:10]([Cl:24])[C:11]3[CH:15]([CH2:16][C:17]([OH:19])=[O:18])[O:14][B:13]([OH:22])[C:12]=3[CH:23]=2)=[N:4][N:3]=1.